Predict the product of the given reaction. From a dataset of Forward reaction prediction with 1.9M reactions from USPTO patents (1976-2016). (1) Given the reactants Cl[C:2]1[N:7]=[C:6]([CH2:8][O:9][C:10]2[CH:11]=[C:12]([C@H:16]([CH:23]3[CH2:25][CH2:24]3)[CH2:17][C:18]([O:20][CH2:21][CH3:22])=[O:19])[CH:13]=[CH:14][CH:15]=2)[CH:5]=[N:4][C:3]=1[C:26]1[CH:31]=[C:30]([O:32][CH3:33])[CH:29]=[CH:28][C:27]=1[F:34].[CH3:35][C:36]1[S:40][C:39](B(O)O)=[CH:38][CH:37]=1.C([O-])([O-])=O.[Cs+].[Cs+], predict the reaction product. The product is: [CH:23]1([C@@H:16]([C:12]2[CH:13]=[CH:14][CH:15]=[C:10]([O:9][CH2:8][C:6]3[CH:5]=[N:4][C:3]([C:26]4[CH:31]=[C:30]([O:32][CH3:33])[CH:29]=[CH:28][C:27]=4[F:34])=[C:2]([C:39]4[S:40][C:36]([CH3:35])=[CH:37][CH:38]=4)[N:7]=3)[CH:11]=2)[CH2:17][C:18]([O:20][CH2:21][CH3:22])=[O:19])[CH2:25][CH2:24]1. (2) Given the reactants [Br:1][C:2]1[CH:3]=[C:4]([C:8]2([NH2:11])[CH2:10][CH2:9]2)[CH:5]=[CH:6][CH:7]=1.[CH3:12][C:13]([O:16][C:17](O[C:17]([O:16][C:13]([CH3:15])([CH3:14])[CH3:12])=[O:18])=[O:18])([CH3:15])[CH3:14], predict the reaction product. The product is: [Br:1][C:2]1[CH:3]=[C:4]([C:8]2([NH:11][C:17](=[O:18])[O:16][C:13]([CH3:15])([CH3:14])[CH3:12])[CH2:9][CH2:10]2)[CH:5]=[CH:6][CH:7]=1. (3) Given the reactants [CH2:1]([O:3][C:4]([C:6]1[C:11](=[O:12])[NH:10][C:9]2[CH:13]=[CH:14][S:15][C:8]=2[C:7]=1O)=[O:5])[CH3:2].[O-]CC.[Na+].C(OC(C1C(Cl)=C2SC=CC2=NC=1[Cl:32])=O)C, predict the reaction product. The product is: [CH2:1]([O:3][C:4]([C:6]1[C:11](=[O:12])[NH:10][C:9]2[CH:13]=[CH:14][S:15][C:8]=2[C:7]=1[Cl:32])=[O:5])[CH3:2]. (4) Given the reactants CC(C)([O-])C.[K+].C1COCC1.[CH2:12]([N:19]([CH2:28][C:29]([O:31]C)=O)[CH:20]([CH3:27])[CH2:21][C:22]([O:24][CH2:25][CH3:26])=[O:23])[C:13]1[CH:18]=[CH:17][CH:16]=[CH:15][CH:14]=1.Cl.C(=O)([O-])[O-].[Na+].[Na+], predict the reaction product. The product is: [CH2:12]([N:19]1[CH2:28][C:29](=[O:31])[CH:21]([C:22]([O:24][CH2:25][CH3:26])=[O:23])[CH:20]1[CH3:27])[C:13]1[CH:18]=[CH:17][CH:16]=[CH:15][CH:14]=1. (5) Given the reactants [NH2:1][C:2]1[CH:7]=[CH:6][C:5]([S:8][CH2:9][C:10]2[CH:15]=[CH:14][CH:13]=[CH:12][CH:11]=2)=[CH:4][C:3]=1/[CH:16]=[CH:17]/[C:18]([O:20][CH2:21][CH3:22])=[O:19].C(=O)([O-])[O-].[Cs+].[Cs+].COC1CCCC1.Br[C:37]1[C:46]([O:47][CH3:48])=[CH:45][C:44]2[C:39](=[CH:40][CH:41]=[CH:42][CH:43]=2)[CH:38]=1, predict the reaction product. The product is: [CH2:9]([S:8][C:5]1[CH:6]=[CH:7][C:2]([NH:1][C:37]2[C:46]([O:47][CH3:48])=[CH:45][C:44]3[C:39](=[CH:40][CH:41]=[CH:42][CH:43]=3)[CH:38]=2)=[C:3](/[CH:16]=[CH:17]/[C:18]([O:20][CH2:21][CH3:22])=[O:19])[CH:4]=1)[C:10]1[CH:15]=[CH:14][CH:13]=[CH:12][CH:11]=1. (6) Given the reactants [Cl:1][C:2]1[CH:3]=[C:4]([C:9]2([C:27]([F:30])([F:29])[F:28])[CH2:13][CH2:12][N:11]([C:14]3[S:15][C:16]4[C:22]([NH:23]C(=O)[O-])=[CH:21][CH:20]=[CH:19][C:17]=4[N:18]=3)[CH2:10]2)[CH:5]=[C:6]([Cl:8])[CH:7]=1.FC(F)(F)C(O)=O, predict the reaction product. The product is: [Cl:8][C:6]1[CH:5]=[C:4]([C:9]2([C:27]([F:28])([F:30])[F:29])[CH2:13][CH2:12][N:11]([C:14]3[S:15][C:16]4[C:22]([NH2:23])=[CH:21][CH:20]=[CH:19][C:17]=4[N:18]=3)[CH2:10]2)[CH:3]=[C:2]([Cl:1])[CH:7]=1. (7) Given the reactants FC1C=C2C(=CC=1)N(CC(OC)=O)C(C)=C2CC1C=CC(=O)NC=1.[C:25]([NH:28][C:29]1[CH:37]=[CH:36][CH:35]=[C:34]2[C:30]=1[CH:31]=[C:32]([CH3:44])[N:33]2[CH2:38][C:39]([O:41]CC)=[O:40])(=[O:27])[CH3:26].[F:45][C:46]1[CH:61]=[C:60]([F:62])[CH:59]=[CH:58][C:47]=1[CH2:48][N:49]1[C:54](=[O:55])[CH:53]=[CH:52][C:51]([CH:56]=O)=[N:50]1.C([SiH](CC)CC)C.FC(F)(F)C(O)=O.O.[OH-].[Li+].Cl, predict the reaction product. The product is: [C:25]([NH:28][C:29]1[CH:37]=[CH:36][CH:35]=[C:34]2[C:30]=1[C:31]([CH2:56][C:51]1[CH:52]=[CH:53][C:54](=[O:55])[N:49]([CH2:48][C:47]3[CH:58]=[CH:59][C:60]([F:62])=[CH:61][C:46]=3[F:45])[N:50]=1)=[C:32]([CH3:44])[N:33]2[CH2:38][C:39]([OH:41])=[O:40])(=[O:27])[CH3:26].